This data is from Forward reaction prediction with 1.9M reactions from USPTO patents (1976-2016). The task is: Predict the product of the given reaction. (1) Given the reactants C(OC([N:8]1[C:13]2[CH:14]=[C:15]([CH:18]=[O:19])[CH:16]=[CH:17][C:12]=2[O:11][CH2:10][CH2:9]1)=O)(C)(C)C.FC(F)(F)C(O)=O, predict the reaction product. The product is: [O:11]1[C:12]2[CH:17]=[CH:16][C:15]([CH:18]=[O:19])=[CH:14][C:13]=2[NH:8][CH2:9][CH2:10]1. (2) The product is: [Br:8][C:9]1[C:14]2[N:15]=[C:16]([NH:19][C:20]3[CH:21]=[CH:22][C:23]([N:26]4[CH2:31][CH2:30][NH:29][CH2:28][CH2:27]4)=[CH:24][CH:25]=3)[N:17]=[CH:18][C:13]=2[C:12](=[O:39])[N:11]([C:40]2[C:45]([Cl:46])=[CH:44][CH:43]=[CH:42][C:41]=2[Cl:47])[CH:10]=1. Given the reactants C(O)(C(F)(F)F)=O.[Br:8][C:9]1[C:14]2[N:15]=[C:16]([NH:19][C:20]3[CH:25]=[CH:24][C:23]([N:26]4[CH2:31][CH2:30][N:29](C(OC(C)(C)C)=O)[CH2:28][CH2:27]4)=[CH:22][CH:21]=3)[N:17]=[CH:18][C:13]=2[C:12](=[O:39])[N:11]([C:40]2[C:45]([Cl:46])=[CH:44][CH:43]=[CH:42][C:41]=2[Cl:47])[CH:10]=1, predict the reaction product. (3) Given the reactants [CH3:1][NH:2][CH2:3][CH2:4][C:5]1[CH:10]=[CH:9][CH:8]=[CH:7][N:6]=1.[F:11][C:12]1[CH:31]=[CH:30][CH:29]=[C:28]([F:32])[C:13]=1[CH2:14][N:15]1[C:20]([CH3:21])=[C:19]([CH:22]=C=O)[C:18](=[O:25])[C:17]([Br:26])=[C:16]1[CH3:27].[BH-](OC(C)=O)(OC(C)=O)OC(C)=O.[Na+], predict the reaction product. The product is: [F:11][C:12]1[CH:31]=[CH:30][CH:29]=[C:28]([F:32])[C:13]=1[CH2:14][N:15]1[C:20]([CH3:21])=[C:19]([CH2:22][N:2]([CH2:3][CH2:4][C:5]2[CH:10]=[CH:9][CH:8]=[CH:7][N:6]=2)[CH3:1])[C:18](=[O:25])[C:17]([Br:26])=[C:16]1[CH3:27].